This data is from Forward reaction prediction with 1.9M reactions from USPTO patents (1976-2016). The task is: Predict the product of the given reaction. (1) Given the reactants [C:1]12([NH2:11])[CH2:10][CH:5]3[CH2:6][CH:7]([CH2:9][CH:3]([CH2:4]3)[CH2:2]1)[CH2:8]2.[S:12]1[C:16]2[S:17][CH:18]=[CH:19][C:15]=2[CH:14]=[C:13]1[C:20](O)=O, predict the reaction product. The product is: [C:1]12([NH:11][CH2:20][C:13]3[S:12][C:16]4[S:17][CH:18]=[CH:19][C:15]=4[CH:14]=3)[CH2:8][CH:7]3[CH2:6][CH:5]([CH2:4][CH:3]([CH2:9]3)[CH2:2]1)[CH2:10]2. (2) The product is: [CH3:27][C:25]1([CH3:26])[N:21]([CH2:20][C:18]2[CH:17]=[CH:16][N:15]=[C:14]([NH:13][C:12]([NH:11][CH:9]3[CH2:8][CH:7]([CH2:6][N:42]4[CH2:46][CH2:45][CH2:44][CH2:43]4)[CH2:10]3)=[O:41])[CH:19]=2)[C:22](=[O:40])[N:23]([C:29]2[CH:34]=[CH:33][C:32]([S:35][C:36]([F:37])([F:39])[F:38])=[CH:31][CH:30]=2)[C:24]1=[O:28]. Given the reactants CS(O[CH2:6][CH:7]1[CH2:10][CH:9]([NH:11][C:12](=[O:41])[NH:13][C:14]2[CH:19]=[C:18]([CH2:20][N:21]3[C:25]([CH3:27])([CH3:26])[C:24](=[O:28])[N:23]([C:29]4[CH:34]=[CH:33][C:32]([S:35][C:36]([F:39])([F:38])[F:37])=[CH:31][CH:30]=4)[C:22]3=[O:40])[CH:17]=[CH:16][N:15]=2)[CH2:8]1)(=O)=O.[NH:42]1[CH2:46][CH2:45][CH2:44][CH2:43]1, predict the reaction product. (3) Given the reactants [Cl:1][C:2]1[CH:3]=[C:4]([C:18]2[N:23]=[C:22]([CH3:24])[N:21]=[C:20]([N:25](CC3C=CC(OC)=CC=3)CC3C=CC(OC)=CC=3)[N:19]=2)[C:5]([NH:8][C:9]2[CH:10]=[N:11][C:12]([O:16][CH3:17])=[C:13]([F:15])[CH:14]=2)=[N:6][CH:7]=1.FC(F)(F)S(O)(=O)=O, predict the reaction product. The product is: [Cl:1][C:2]1[CH:3]=[C:4]([C:18]2[N:23]=[C:22]([CH3:24])[N:21]=[C:20]([NH2:25])[N:19]=2)[C:5]([NH:8][C:9]2[CH:10]=[N:11][C:12]([O:16][CH3:17])=[C:13]([F:15])[CH:14]=2)=[N:6][CH:7]=1. (4) Given the reactants [CH:1]([CH:3]=O)=[O:2].[CH2:5]([NH:7][CH2:8][C:9]([C:12]1[CH:17]=[CH:16][CH:15]=[CH:14][CH:13]=1)([OH:11])[CH3:10])[CH3:6], predict the reaction product. The product is: [CH2:5]([N:7]1[CH2:8][C:9]([CH3:10])([C:12]2[CH:17]=[CH:16][CH:15]=[CH:14][CH:13]=2)[O:11][C:1](=[O:2])[CH2:3]1)[CH3:6].